Predict the reaction yield, written as a fraction of the theoretical maximum amount of product (1.0 means a 100% yield; for example, 0.34 means a 34% yield). From a dataset of Reaction yield outcomes from USPTO patents with 853,638 reactions. (1) The reactants are [CH2:1]([NH:4][C:5]1[N:10]=[C:9]([NH:11][CH2:12][CH2:13][CH3:14])[N:8]=[C:7]([NH:15][O:16][CH2:17][CH:18]([F:20])[F:19])[N:6]=1)[CH2:2][CH3:3].[OH:21][S:22]([OH:25])(=[O:24])=[O:23]. The catalyst is C(OCC)C.CCO. The product is [S:22]([OH:25])([OH:24])(=[O:23])=[O:21].[CH2:1]([NH:4][C:5]1[N:10]=[C:9]([NH:11][CH2:12][CH2:13][CH3:14])[N:8]=[C:7]([NH:15][O:16][CH2:17][CH:18]([F:20])[F:19])[N:6]=1)[CH2:2][CH3:3]. The yield is 0.930. (2) The reactants are [O:1]1[C:5]2([CH2:10][CH2:9][C:8]([C:11]3[C:19]4[C:14](=[CH:15][CH:16]=[CH:17][CH:18]=4)[NH:13][CH:12]=3)=[CH:7][CH2:6]2)[O:4][CH2:3][CH2:2]1.[Br:20]C1C=C2C(=CC=1)NC=C2. No catalyst specified. The product is [O:4]1[C:5]2([CH2:10][CH2:9][C:8]([C:11]3[C:19]4[C:14](=[CH:15][CH:16]=[C:17]([Br:20])[CH:18]=4)[NH:13][CH:12]=3)=[CH:7][CH2:6]2)[O:1][CH2:2][CH2:3]1. The yield is 0.780. (3) The reactants are [C:1]([O:5][C:6]([N:8]1[CH2:15][C@H:14]([OH:16])[CH2:13][C@@H:9]1[C:10]([OH:12])=O)=[O:7])([CH3:4])([CH3:3])[CH3:2].[CH:17]1([NH2:23])[CH2:22][CH2:21][CH2:20][CH2:19][CH2:18]1.CN(C(ON1N=NC2C=CC=NC1=2)=[N+](C)C)C.F[P-](F)(F)(F)(F)F.C(N(CC)CC)C. The catalyst is CN(C=O)C.C(OCC)(=O)C.C1C=CC=CC=1. The product is [CH:17]1([NH:23][C:10]([C@H:9]2[CH2:13][C@@H:14]([OH:16])[CH2:15][N:8]2[C:6]([O:5][C:1]([CH3:2])([CH3:3])[CH3:4])=[O:7])=[O:12])[CH2:22][CH2:21][CH2:20][CH2:19][CH2:18]1. The yield is 0.860. (4) The reactants are [N:1]1([C:7]2[C:8]3[CH:25]=[CH:24][N:23]([CH2:26][C:27]([F:30])([F:29])[F:28])[C:9]=3[N:10]=[C:11]([C:13]3[CH:22]=[CH:21][C:16]4[NH:17][C:18]([NH2:20])=[N:19][C:15]=4[CH:14]=3)[N:12]=2)[CH2:6][CH2:5][O:4][CH2:3][CH2:2]1.CCN(CC)CC.[C:38](O)(=[O:45])[C:39]1[CH:44]=[CH:43][N:42]=[CH:41][CH:40]=1. The catalyst is CN(C=O)C. The product is [N:1]1([C:7]2[C:8]3[CH:25]=[CH:24][N:23]([CH2:26][C:27]([F:29])([F:30])[F:28])[C:9]=3[N:10]=[C:11]([C:13]3[CH:22]=[CH:21][C:16]4[NH:17][C:18]([NH:20][C:38](=[O:45])[C:39]5[CH:44]=[CH:43][N:42]=[CH:41][CH:40]=5)=[N:19][C:15]=4[CH:14]=3)[N:12]=2)[CH2:6][CH2:5][O:4][CH2:3][CH2:2]1. The yield is 0.320. (5) The reactants are [C:1]([C:3]1[C:11]2[C:6](=[CH:7][CH:8]=[CH:9][CH:10]=2)[NH:5][C:4]=1[C:12]([O:14][CH3:15])=[O:13])#[N:2].[F:16][C:17]1[CH:18]=[C:19](B(O)O)[CH:20]=[CH:21][CH:22]=1.N1C=CC=CC=1. The catalyst is C(Cl)Cl. The product is [C:1]([C:3]1[C:11]2[C:6](=[CH:7][CH:8]=[CH:9][CH:10]=2)[N:5]([C:21]2[CH:20]=[CH:19][CH:18]=[C:17]([F:16])[CH:22]=2)[C:4]=1[C:12]([O:14][CH3:15])=[O:13])#[N:2]. The yield is 0.590. (6) The reactants are [H-].[Na+].[CH2:3]1[C:16]2[C:15]3[CH:14]=[CH:13][CH:12]=[CH:11][C:10]=3[NH:9][C:8]=2[CH2:7][CH2:6][N:5]([C:17]([O:19][C:20]([CH3:23])([CH3:22])[CH3:21])=[O:18])[CH2:4]1.[C:24]1(=[O:28])[O:27][CH2:26][CH2:25]1.C([O-])([O-])=O.[K+].[K+]. The catalyst is CN(C=O)C.O. The product is [C:20]([O:19][C:17]([N:5]1[CH2:4][CH2:3][C:16]2[C:15]3[CH:14]=[CH:13][CH:12]=[CH:11][C:10]=3[N:9]([CH2:26][CH2:25][C:24]([OH:28])=[O:27])[C:8]=2[CH2:7][CH2:6]1)=[O:18])([CH3:23])([CH3:22])[CH3:21]. The yield is 0.630. (7) The reactants are Cl[C:2]1[CH:7]=[C:6]([Cl:8])[N:5]=[C:4]([N:9]2[C:13]3[CH:14]=[CH:15][CH:16]=[CH:17][C:12]=3[N:11]=[C:10]2[CH:18]([F:20])[F:19])[N:3]=1.[NH2:21][C:22]1[CH:23]=[N:24][CH:25]=[CH:26][CH:27]=1.[Li+].CC([N-]C(C)C)C.CC(O)=O. The catalyst is C1COCC1.O. The product is [Cl:8][C:6]1[N:5]=[C:4]([N:9]2[C:13]3[CH:14]=[CH:15][CH:16]=[CH:17][C:12]=3[N:11]=[C:10]2[CH:18]([F:20])[F:19])[N:3]=[C:2]([NH:21][C:22]2[CH:23]=[N:24][CH:25]=[CH:26][CH:27]=2)[CH:7]=1. The yield is 0.670. (8) The reactants are [CH3:1][C:2]1[C:6]([C:7]2[CH:8]=[C:9]([F:24])[C:10]([NH2:23])=[C:11]3[C:16]=2[O:15][CH2:14][C:13]([C:17]2[CH:18]=[N:19][CH:20]=[CH:21][CH:22]=2)=[N:12]3)=[C:5]([CH3:25])[O:4][N:3]=1.[BH4-].[Na+]. The catalyst is C(O)C.O. The product is [CH3:1][C:2]1[C:6]([C:7]2[CH:8]=[C:9]([F:24])[C:10]([NH2:23])=[C:11]3[C:16]=2[O:15][CH2:14][CH:13]([C:17]2[CH:18]=[N:19][CH:20]=[CH:21][CH:22]=2)[NH:12]3)=[C:5]([CH3:25])[O:4][N:3]=1. The yield is 0.300. (9) The reactants are [Si:1]([O:18][C@@H:19]([CH3:23])[C:20](O)=[O:21])([C:14]([CH3:17])([CH3:16])[CH3:15])([C:8]1[CH:13]=[CH:12][CH:11]=[CH:10][CH:9]=1)[C:2]1[CH:7]=[CH:6][CH:5]=[CH:4][CH:3]=1.[F:24][C:25]1[CH:30]=[CH:29][C:28]([F:31])=[CH:27][C:26]=1[C:32]1[S:36][C:35]([CH2:43][O:44][CH2:45][O:46][CH3:47])([C:37]2[CH:42]=[CH:41][CH:40]=[CH:39][CH:38]=2)[NH:34][N:33]=1.C1CN([P+](ON2N=NC3C=CC=CC2=3)(N2CCCC2)N2CCCC2)CC1.F[P-](F)(F)(F)(F)F.CCN(C(C)C)C(C)C.C([O-])(O)=O.[Na+]. The catalyst is CN(C=O)C. The product is [Si:1]([O:18][C@@H:19]([CH3:23])[C:20]([N:34]1[N:33]=[C:32]([C:26]2[CH:27]=[C:28]([F:31])[CH:29]=[CH:30][C:25]=2[F:24])[S:36][C@@:35]1([CH2:43][O:44][CH2:45][O:46][CH3:47])[C:37]1[CH:42]=[CH:41][CH:40]=[CH:39][CH:38]=1)=[O:21])([C:14]([CH3:16])([CH3:17])[CH3:15])([C:8]1[CH:9]=[CH:10][CH:11]=[CH:12][CH:13]=1)[C:2]1[CH:3]=[CH:4][CH:5]=[CH:6][CH:7]=1. The yield is 0.120.